Dataset: Full USPTO retrosynthesis dataset with 1.9M reactions from patents (1976-2016). Task: Predict the reactants needed to synthesize the given product. (1) Given the product [O:11]([C:18]1[CH:19]=[CH:20][C:21]([O:24][C:2]2[C:3]3[N:10]([C@H:30]4[CH2:26][CH2:27][N:28]([C:31](=[O:33])[CH:38]=[CH2:39])[CH2:29]4)[CH:9]=[CH:8][C:4]=3[N:5]=[CH:6][N:7]=2)=[CH:22][CH:23]=1)[C:12]1[CH:17]=[CH:16][CH:15]=[CH:14][CH:13]=1, predict the reactants needed to synthesize it. The reactants are: Cl[C:2]1[C:3]2[NH:10][CH:9]=[CH:8][C:4]=2[N:5]=[CH:6][N:7]=1.[O:11]([C:18]1[CH:23]=[CH:22][C:21]([OH:24])=[CH:20][CH:19]=1)[C:12]1[CH:17]=[CH:16][CH:15]=[CH:14][CH:13]=1.O[C@@H:26]1[CH2:30][CH2:29][N:28]([C:31]([O:33]C(C)(C)C)=O)[CH2:27]1.[C:38](Cl)(=O)[CH:39]=C. (2) Given the product [CH:31]([C:8]1[C:9]2[O:13][N:12]=[C:11]([CH2:14][CH2:15][CH:16]3[CH2:21][CH2:20][N:19]([C:22]([O:24][C:25]([CH3:27])([CH3:26])[CH3:28])=[O:23])[CH2:18][CH2:17]3)[C:10]=2[CH:29]=[CH:30][C:7]=1[N:1]1[CH2:2][CH2:3][CH2:4][CH2:5][CH2:6]1)=[O:46], predict the reactants needed to synthesize it. The reactants are: [N:1]1([C:7]2[CH:30]=[CH:29][C:10]3[C:11]([CH2:14][CH2:15][CH:16]4[CH2:21][CH2:20][N:19]([C:22]([O:24][C:25]([CH3:28])([CH3:27])[CH3:26])=[O:23])[CH2:18][CH2:17]4)=[N:12][O:13][C:9]=3[C:8]=2/[CH:31]=C/C)[CH2:6][CH2:5][CH2:4][CH2:3][CH2:2]1.N1(C2C=CC3C(CCC4CCN(C(OC(C)(C)C)=O)CC4)=N[O:46]C=3C=2/C=C\C)CCCCC1.CS(N)(=O)=O.CC[C@@H]1[C@@H]2C[C@H]([C@@H](OC3C4C(=CC=CC=4)C(O[C@@H](C4C=CN=C5C=4C=C(OC)C=C5)[C@@H]4N5C[C@H](CC)[C@@H](CC5)C4)=NN=3)C3C=CN=C4C=3C=C(OC)C=C4)N(CC2)C1.S([O-])([O-])=O.[Na+].[Na+].[Cl-].[Na+]. (3) Given the product [CH3:51][C:47]([NH:46][C:20](=[O:22])[CH2:19][C:16]1[CH:17]=[CH:18][C:13]([O:12][CH2:11][C:2]2[CH:3]=[CH:4][C:5]3[C:10](=[CH:9][CH:8]=[CH:7][CH:6]=3)[N:1]=2)=[CH:14][CH:15]=1)([CH3:52])[C:48]([O:50][CH3:23])=[O:49], predict the reactants needed to synthesize it. The reactants are: [N:1]1[C:10]2[C:5](=[CH:6][CH:7]=[CH:8][CH:9]=2)[CH:4]=[CH:3][C:2]=1[CH2:11][O:12][C:13]1[CH:18]=[CH:17][C:16]([CH2:19][C:20]([OH:22])=O)=[CH:15][CH:14]=1.[CH3:23]CN(C(C)C)C(C)C.C1C=CC2N(O)N=NC=2C=1.C(Cl)CCl.[NH2:46][C:47]([CH3:52])([CH3:51])[C:48]([O-:50])=[O:49]. (4) Given the product [CH3:7][C:6]1[NH:5][N:4]=[CH:3][C:2]=1[B:8]1[O:12][C:11]([CH3:14])([CH3:13])[C:10]([CH3:16])([CH3:15])[O:9]1, predict the reactants needed to synthesize it. The reactants are: Br[C:2]1[CH:3]=[N:4][NH:5][C:6]=1[CH3:7].[B:8]1([B:8]2[O:12][C:11]([CH3:14])([CH3:13])[C:10]([CH3:16])([CH3:15])[O:9]2)[O:12][C:11]([CH3:14])([CH3:13])[C:10]([CH3:16])([CH3:15])[O:9]1.CC([O-])=O.[K+]. (5) Given the product [NH2:8][C:9]1[N:10]=[C:11]([C:26]2[CH:27]=[CH:28][CH:29]=[CH:30][CH:31]=2)[C:12]([C:16]2[CH:17]=[CH:18][C:19](=[O:25])[N:20]([CH:22]([CH3:24])[CH3:23])[N:21]=2)=[N:13][C:14]=1[N:3]1[CH:7]=[CH:6][CH:5]=[CH:4]1, predict the reactants needed to synthesize it. The reactants are: [H-].[Na+].[NH:3]1[CH:7]=[CH:6][CH:5]=[CH:4]1.[NH2:8][C:9]1[N:10]=[C:11]([C:26]2[CH:31]=[CH:30][CH:29]=[CH:28][CH:27]=2)[C:12]([C:16]2[CH:17]=[CH:18][C:19](=[O:25])[N:20]([CH:22]([CH3:24])[CH3:23])[N:21]=2)=[N:13][C:14]=1Br.O. (6) Given the product [Br:18][CH2:1][C:2]([C:4]1[CH:5]=[CH:6][C:7]([S:10]([CH3:13])(=[O:12])=[O:11])=[CH:8][CH:9]=1)=[O:3], predict the reactants needed to synthesize it. The reactants are: [CH3:1][C:2]([C:4]1[CH:9]=[CH:8][C:7]([S:10]([CH3:13])(=[O:12])=[O:11])=[CH:6][CH:5]=1)=[O:3].[Cl-].[Al+3].[Cl-].[Cl-].[Br:18]Br.O. (7) The reactants are: C([N:8]1[CH2:13][CH2:12][NH:11][CH2:10][CH2:9]1)(OC(C)(C)C)=O.[CH3:14][C:15]([C:17]1[CH:22]=[CH:21][C:20]([Br:23])=[CH:19][CH:18]=1)=O.C(O)(=O)C.C([BH3-])#N.[Na+]. Given the product [Br:23][C:20]1[CH:21]=[CH:22][C:17]([CH:15]([N:8]2[CH2:13][CH2:12][NH:11][CH2:10][CH2:9]2)[CH3:14])=[CH:18][CH:19]=1, predict the reactants needed to synthesize it. (8) Given the product [CH2:73]([OH:74])[C@H:10]1[O:11][C@@H:12]2[O:121][C@H:122]3[C@H:127]([OH:128])[C@@H:126]([OH:129])[C@@H:125]([O:130][C@H:131]4[C@H:136]([OH:137])[C@@H:135]([OH:138])[C@@H:134]([O:139][C@H:140]5[C@H:146]([OH:147])[C@@H:145]([OH:148])[CH:143]([O:144][CH:89]6[C@H:90]([OH:170])[C@@H:91]([OH:176])[CH:92]([CH:45]7[C@H:50]([OH:51])[C@@H:49]([OH:52])[CH:48]([O:53][C@H:54]8[C@H:60]([OH:61])[C@@H:59]([OH:62])[C@@H:57]([O:58][C@H:3]9[C@H:4]([OH:76])[C@@H:5]([OH:75])[C@@H:6]([O:8][C@H:9]1[C@H:14]([OH:15])[C@H:13]2[OH:16])[O:7][C@@H:2]9[CH2:1][OH:77])[O:56][C@@H:55]8[CH2:63][OH:64])[O:47][C@@H:46]7[CH2:65][OH:66])[O:93][C@@H:88]6[CH2:87][OH:86])[O:142][C@@H:141]5[CH2:149][OH:150])[O:133][C@@H:132]4[CH2:151][OH:152])[O:124][C@@H:123]3[CH2:153][OH:154], predict the reactants needed to synthesize it. The reactants are: [CH2:1]([OH:77])[C@H:2]1[O:7][C@@H:6]2[O:8][C@H:9]3[C@H:14]([OH:15])[C@@H:13]([OH:16])[C@@H:12](O[C@H]4[C@H](O)[C@@H](O)[C@@H](O[C@H]5[C@H](O)[C@@H](O)[C@@H](O[C@H]6[C@H](O)[C@@H](O)[C@@H](O[C@H:45]7[C@H:50]([OH:51])[C@@H:49]([OH:52])[C@@H:48]([O:53][C@H:54]8[C@H:60]([OH:61])[C@@H:59]([OH:62])[C@@H:57]([O:58][C@H:3]1[C@H:4]([OH:76])[C@H:5]2[OH:75])[O:56][C@@H:55]8[CH2:63][OH:64])[O:47][C@@H:46]7[CH2:65][OH:66])O[C@@H]6CO)O[C@@H]5CO)O[C@@H]4CO)[O:11][C@@H:10]3[CH2:73][OH:74].C(C[O:86][CH2:87][CH:88]1[O:93][CH:92]2OC3C(O)C(O)C(OC4C(O)C(O)C(OC5C(O)C(O)C([O:121][CH:122]6[CH:127]([OH:128])[CH:126]([OH:129])[CH:125]([O:130][CH:131]7[CH:136]([OH:137])[CH:135]([OH:138])[CH:134]([O:139][CH:140]8[CH:146]([OH:147])[CH:145]([OH:148])[CH:143]([O:144][CH:89]1[CH:90]([OH:170])[CH:91]2OCCCCS([O-])(=O)=O)[O:142][CH:141]8[CH2:149][OH:150])[O:133][CH:132]7[CH2:151][OH:152])[O:124][CH:123]6[CH2:153][OH:154])OC5CO)OC4CO)OC3CO)CCS([O-])(=O)=O.[Na+].[Na+].CC(O)C[O:176]C[C@@H]1OC[C@H]2O[C@@H]3[C@@H](O)[C@H](O)[C@H](O[C@@H]4[C@@H](O)[C@H](O)[C@H](O[C@@H]5[C@@H](O)[C@H](O)[C@H](O[C@@H]6[C@@H](O)[C@H](O)[C@H](O[C@@H]7[C@@H](O)[C@H](O)[C@H](O[C@@H]8[C@@H](O)[C@H](O)[C@H](O[C@@H]9[C@@H](O)[C@H](O)[C@H](O[C@@H]1[C@H]2O)O[C@H]9COCC(O)C)O[C@H]8COCC(O)C)O[C@H]7COCC(O)C)O[C@H]6COCC(O)C)O[C@H]5COCC(O)C)O[C@H]4COCC(O)C)O[C@H]3COCC(O)C.